Dataset: Forward reaction prediction with 1.9M reactions from USPTO patents (1976-2016). Task: Predict the product of the given reaction. (1) Given the reactants [Cl:1][C:2]1[CH:3]=[CH:4][C:5]([OH:25])=[C:6]([CH2:8][N:9]2[CH:13]=[CH:12][C:11]([C:14]([NH:16][C:17]3[C:22]([F:23])=[CH:21][CH:20]=[CH:19][C:18]=3[F:24])=[O:15])=[N:10]2)[CH:7]=1.C(=O)([O-])[O-].[K+].[K+].Br[CH2:33][CH:34]1[CH2:37][CH2:36][CH2:35]1, predict the reaction product. The product is: [Cl:1][C:2]1[CH:3]=[CH:4][C:5]([O:25][CH2:33][CH:34]2[CH2:37][CH2:36][CH2:35]2)=[C:6]([CH2:8][N:9]2[CH:13]=[CH:12][C:11]([C:14]([NH:16][C:17]3[C:18]([F:24])=[CH:19][CH:20]=[CH:21][C:22]=3[F:23])=[O:15])=[N:10]2)[CH:7]=1. (2) Given the reactants [F:1][C:2]([CH3:12])([CH3:11])[C:3]([C:5]1[CH:6]=[N:7][CH:8]=[CH:9][CH:10]=1)=[O:4].[BH4-].[Na+], predict the reaction product. The product is: [F:1][C:2]([CH3:12])([CH3:11])[CH:3]([C:5]1[CH:6]=[N:7][CH:8]=[CH:9][CH:10]=1)[OH:4]. (3) Given the reactants S(Cl)(Cl)=O.[Br:5][C:6]1[CH:11]=[C:10]([F:12])[CH:9]=[CH:8][C:7]=1[CH2:13][C:14]([OH:16])=[O:15].[CH3:17]O, predict the reaction product. The product is: [Br:5][C:6]1[CH:11]=[C:10]([F:12])[CH:9]=[CH:8][C:7]=1[CH2:13][C:14]([O:16][CH3:17])=[O:15]. (4) Given the reactants [C:1]12[C:7](=[CH:8][CH:9]=[CH:10][CH:11]=1)[NH:6]C(=O)[O:4][C:2]2=O.C(N(CC)CC)C.Cl.[F:21][C:22]([F:26])([F:25])[CH2:23][NH2:24], predict the reaction product. The product is: [NH2:6][C:7]1[CH:8]=[CH:9][CH:10]=[CH:11][C:1]=1[C:2]([NH:24][CH2:23][C:22]([F:26])([F:25])[F:21])=[O:4]. (5) Given the reactants [OH:1][CH:2]1[C:6](=[O:7])[N:5]([C:8]2[CH:13]=[CH:12][C:11]([I:14])=[CH:10][N:9]=2)[C:4](=[O:15])[C:3]1([CH3:17])[CH3:16].N1C=CN=C1.[C:23]([Si:27]([C:35]1[CH:40]=[CH:39][CH:38]=[CH:37][CH:36]=1)([C:29]1[CH:34]=[CH:33][CH:32]=[CH:31][CH:30]=1)Cl)([CH3:26])([CH3:25])[CH3:24].C([O-])(O)=O.[Na+], predict the reaction product. The product is: [C:23]([Si:27]([C:35]1[CH:40]=[CH:39][CH:38]=[CH:37][CH:36]=1)([C:29]1[CH:30]=[CH:31][CH:32]=[CH:33][CH:34]=1)[O:1][CH:2]1[C:6](=[O:7])[N:5]([C:8]2[CH:13]=[CH:12][C:11]([I:14])=[CH:10][N:9]=2)[C:4](=[O:15])[C:3]1([CH3:17])[CH3:16])([CH3:26])([CH3:24])[CH3:25]. (6) Given the reactants [Cl:1][C:2]1[NH:3][C:4]2[CH:10]=[CH:9][CH:8]=[CH:7][C:5]=2[N:6]=1.C(=O)([O-])[O-].[Cs+].[Cs+].Br[CH2:18][C:19](=[O:26])[CH2:20][CH2:21][CH2:22][CH2:23][CH2:24][CH3:25].O, predict the reaction product. The product is: [Cl:1][C:2]1[N:6]([CH2:18][C:19](=[O:26])[CH2:20][CH2:21][CH2:22][CH2:23][CH2:24][CH3:25])[C:5]2[CH:7]=[CH:8][CH:9]=[CH:10][C:4]=2[N:3]=1.